Dataset: Forward reaction prediction with 1.9M reactions from USPTO patents (1976-2016). Task: Predict the product of the given reaction. (1) Given the reactants [CH2:1]([O:3][C:4]([N:6]1[CH2:11][CH2:10][N:9]([C:12]([CH:14]([NH:20][C:21]([C:23]2[CH:32]=[C:31]([O:33][CH3:34])[C:30]3[C:25](=[CH:26][CH:27]=[CH:28][CH:29]=3)[N:24]=2)=[O:22])[CH2:15][CH2:16][C:17](O)=[O:18])=[O:13])[CH2:8][CH2:7]1)=[O:5])[CH3:2].Cl.[C:36]([O:40][C:41](=[O:44])[CH2:42][NH2:43])([CH3:39])([CH3:38])[CH3:37].CN(C)CCCN=C=NCC.ON1C2C=CC=CC=2N=N1.C(N(C(C)C)CC)(C)C, predict the reaction product. The product is: [CH2:1]([O:3][C:4]([N:6]1[CH2:7][CH2:8][N:9]([C:12]([CH:14]([NH:20][C:21]([C:23]2[CH:32]=[C:31]([O:33][CH3:34])[C:30]3[C:25](=[CH:26][CH:27]=[CH:28][CH:29]=3)[N:24]=2)=[O:22])[CH2:15][CH2:16][C:17]([NH:43][CH2:42][C:41]([O:40][C:36]([CH3:39])([CH3:38])[CH3:37])=[O:44])=[O:18])=[O:13])[CH2:10][CH2:11]1)=[O:5])[CH3:2]. (2) Given the reactants Br.[CH3:2][C:3]1([CH3:26])[CH2:12][CH2:11][C:10]([CH3:14])([CH3:13])[C:9]2[CH:8]=[C:7]([C:15]3[N:16]=[C:17]([N:20]4[CH2:25][CH2:24][NH:23][CH2:22][CH2:21]4)[S:18][CH:19]=3)[CH:6]=[CH:5][C:4]1=2.C([O:29][C:30](=[O:35])[CH2:31][CH2:32][CH2:33]Br)C.C(O)(C(F)(F)F)=O, predict the reaction product. The product is: [CH3:2][C:3]1([CH3:26])[CH2:12][CH2:11][C:10]([CH3:13])([CH3:14])[C:9]2[CH:8]=[C:7]([C:15]3[N:16]=[C:17]([N:20]4[CH2:21][CH2:22][N:23]([CH2:33][CH2:32][CH2:31][C:30]([OH:35])=[O:29])[CH2:24][CH2:25]4)[S:18][CH:19]=3)[CH:6]=[CH:5][C:4]1=2. (3) The product is: [CH2:10]([O:8][C:5]1[CH:6]=[CH:7][C:2]([I:1])=[CH:3][CH:4]=1)[CH2:11][CH2:12][CH2:13][CH2:14][CH3:15]. Given the reactants [I:1][C:2]1[CH:7]=[CH:6][C:5]([OH:8])=[CH:4][CH:3]=1.Br[CH2:10][CH2:11][CH2:12][CH2:13][CH2:14][CH3:15], predict the reaction product. (4) Given the reactants [Br:1][C:2]1[CH:10]=[C:9]2[C:5]([CH2:6][C:7]3([CH2:30][CH2:29][CH:28]([O:31][CH3:32])[CH2:27][CH2:26]3)[C:8]2([NH:16][S:17]([CH2:20][CH2:21][Si:22]([CH3:25])([CH3:24])[CH3:23])(=[O:19])=[O:18])[C:11]([O:13][CH2:14][CH3:15])=C)=[CH:4][CH:3]=1.C[O:34]C1C=CC(P2(SP(C3C=CC(OC)=CC=3)(=S)S2)=S)=CC=1, predict the reaction product. The product is: [Br:1][C:2]1[CH:10]=[C:9]2[C:5]([CH2:6][C:7]3([CH2:30][CH2:29][CH:28]([O:31][CH3:32])[CH2:27][CH2:26]3)[C:8]2([NH:16][S:17]([CH2:20][CH2:21][Si:22]([CH3:25])([CH3:24])[CH3:23])(=[O:18])=[O:19])[C:11]([O:13][CH2:14][CH3:15])=[O:34])=[CH:4][CH:3]=1. (5) Given the reactants Cl[C:2]1[CH:3]=[C:4]([N:8]2[N:12]=[N:11][C:10]([C:13]3[CH:18]=[CH:17][CH:16]=[CH:15][N:14]=3)=[N:9]2)[CH:5]=[CH:6][CH:7]=1.[NH2:19][C:20]1C=C(C=CC=1)C#N.C1C=C(C=O)N=CC=1, predict the reaction product. The product is: [N:14]1[CH:15]=[CH:16][CH:17]=[CH:18][C:13]=1[C:10]1[N:11]=[N:12][N:8]([C:4]2[CH:3]=[C:2]([CH:7]=[CH:6][CH:5]=2)[C:20]#[N:19])[N:9]=1.